This data is from Forward reaction prediction with 1.9M reactions from USPTO patents (1976-2016). The task is: Predict the product of the given reaction. (1) Given the reactants [S:1]([Cl:5])(=O)(=[O:3])[OH:2].[O:6]1[C:10]2[CH:11]=[CH:12][CH:13]=[CH:14][C:9]=2[NH:8][C:7]1=[O:15], predict the reaction product. The product is: [O:15]=[C:7]1[NH:8][C:9]2[CH:14]=[CH:13][C:12]([S:1]([Cl:5])(=[O:3])=[O:2])=[CH:11][C:10]=2[O:6]1. (2) Given the reactants I[C:2]1[N:3]=[CH:4][N:5]([C:7]2[CH:12]=[CH:11][CH:10]=[C:9]([Cl:13])[CH:8]=2)[CH:6]=1.C([Mg]Cl)(C)C.[CH2:19]([Sn:23](Cl)([CH2:28][CH2:29][CH2:30][CH3:31])[CH2:24][CH2:25][CH2:26][CH3:27])[CH2:20][CH2:21][CH3:22].[Cl-].[NH4+], predict the reaction product. The product is: [Cl:13][C:9]1[CH:8]=[C:7]([N:5]2[CH:6]=[C:2]([Sn:23]([CH2:24][CH2:25][CH2:26][CH3:27])([CH2:28][CH2:29][CH2:30][CH3:31])[CH2:19][CH2:20][CH2:21][CH3:22])[N:3]=[CH:4]2)[CH:12]=[CH:11][CH:10]=1. (3) Given the reactants [OH-].[Na+].[CH3:3][C:4]1[C:9]([CH2:10][S+:11]([O-:21])[C:12]2[NH:13][C:14]3[CH:15]=[CH:16][CH:17]=[CH:18][C:19]=3[N:20]=2)=[N:8][CH:7]=[CH:6][C:5]=1[O:22][CH2:23][CH2:24][CH2:25][O:26][CH3:27].C([O-])(=O)C.[Mg+2:32].C([O-])(=O)C, predict the reaction product. The product is: [CH3:3][C:4]1[C:9]([CH2:10][S+:11]([O-:21])[C:12]2[NH:13][C:14]3[CH:15]=[CH:16][CH:17]=[CH:18][C:19]=3[N:20]=2)=[N:8][CH:7]=[CH:6][C:5]=1[O:22][CH2:23][CH2:24][CH2:25][O:26][CH3:27].[Mg:32].